This data is from Forward reaction prediction with 1.9M reactions from USPTO patents (1976-2016). The task is: Predict the product of the given reaction. (1) Given the reactants [N:1]1(C(OC(C)(C)C)=O)[CH2:6][CH2:5][S:4](=[O:8])(=[O:7])[CH2:3][CH:2]1[C:9]([O:11][CH3:12])=[O:10], predict the reaction product. The product is: [NH:1]1[CH2:6][CH2:5][S:4](=[O:7])(=[O:8])[CH2:3][CH:2]1[C:9]([O:11][CH3:12])=[O:10]. (2) The product is: [Cl:1][C:2]1[CH:3]=[C:4]([CH2:9][CH2:10][C:11]([CH:13]2[CH2:17][CH2:16][CH2:15][CH2:14]2)=[O:12])[CH:5]=[CH:6][C:7]=1[O:8][CH:19]([F:25])[F:24]. Given the reactants [Cl:1][C:2]1[CH:3]=[C:4]([CH2:9][CH2:10][C:11]([CH:13]2[CH2:17][CH2:16][CH2:15][CH2:14]2)=[O:12])[CH:5]=[CH:6][C:7]=1[OH:8].Cl[C:19]([F:25])([F:24])C(OC)=O.C([O-])([O-])=O.[K+].[K+].O, predict the reaction product. (3) Given the reactants Br[C:2]1[C:10]2[O:9][CH2:8][C:7]([CH3:12])([CH3:11])[C:6]=2[C:5]([O:13][Si:14]([CH:21]([CH3:23])[CH3:22])([CH:18]([CH3:20])[CH3:19])[CH:15]([CH3:17])[CH3:16])=[CH:4][CH:3]=1.[CH3:24]N(C)CCN(C)C.C([Li])CCC.CCCCCC.CI, predict the reaction product. The product is: [CH3:16][CH:15]([Si:14]([CH:21]([CH3:23])[CH3:22])([CH:18]([CH3:20])[CH3:19])[O:13][C:5]1[C:6]2[C:7]([CH3:12])([CH3:11])[CH2:8][O:9][C:10]=2[C:2]([CH3:24])=[CH:3][CH:4]=1)[CH3:17]. (4) The product is: [CH3:1][C:2]1[N:7]=[C:6]([N:8]2[CH2:13][CH2:12][C:11](=[CH:14][C:15]#[C:16][C:36]3([CH2:40][C:41](=[O:43])[CH3:42])[CH:35]=[CH:34][CH:39]=[CH:38][CH2:37]3)[CH2:10][CH2:9]2)[C:5]([N+:17]([O-:19])=[O:18])=[CH:4][CH:3]=1. Given the reactants [CH3:1][C:2]1[N:7]=[C:6]([N:8]2[CH2:13][CH2:12][C:11](=[CH:14][C:15]#[CH:16])[CH2:10][CH2:9]2)[C:5]([N+:17]([O-:19])=[O:18])=[CH:4][CH:3]=1.C[Si](C)(C)C#CC=C1CCNCC1.Br[C:34]1[CH:35]=[C:36]([CH2:40][C:41](=[O:43])[CH3:42])[CH:37]=[CH:38][CH:39]=1.O.[F-].C([N+](CCCC)(CCCC)CCCC)CCC, predict the reaction product. (5) The product is: [CH3:1][O:2][C:3]1[CH:4]=[C:5]([S:9]([C:12]2[N:16]([C:17]3[CH:22]=[CH:21][CH:20]=[CH:19][C:18]=3[CH3:23])[N:15]=[C:14]([C:24]([NH:30][CH3:29])=[O:25])[CH:13]=2)(=[O:11])=[O:10])[CH:6]=[CH:7][CH:8]=1. Given the reactants [CH3:1][O:2][C:3]1[CH:4]=[C:5]([S:9]([C:12]2[N:16]([C:17]3[CH:22]=[CH:21][CH:20]=[CH:19][C:18]=3[CH3:23])[N:15]=[C:14]([C:24](OCC)=[O:25])[CH:13]=2)(=[O:11])=[O:10])[CH:6]=[CH:7][CH:8]=1.[CH3:29][NH2:30].CO, predict the reaction product. (6) Given the reactants [NH2:1][C:2]1[N:7]=[C:6]([O:8]C)[N:5]([CH2:10][CH:11]=[CH:12][C:13]([O:15][CH3:16])=[O:14])[C:4](=[O:17])[CH:3]=1.Cl.[CH2:19]([C:21]1[CH:22]=[C:23]([CH:25]=[CH:26][C:27]=1[CH3:28])N)[CH3:20], predict the reaction product. The product is: [CH3:16][O:15][C:13]([CH:12]=[CH:11][CH2:10][N:5]1[C:4](=[O:17])[CH:3]=[C:2]([NH:1][C:23]2[CH:25]=[CH:26][C:27]([CH3:28])=[C:21]([CH2:19][CH3:20])[CH:22]=2)[NH:7][C:6]1=[O:8])=[O:14].